The task is: Predict the reactants needed to synthesize the given product.. This data is from Full USPTO retrosynthesis dataset with 1.9M reactions from patents (1976-2016). (1) Given the product [CH3:1][C:2]1[C:6]([C:7]2[CH:8]=[C:9]3[C:15]([CH:23]([C:19]4[CH:18]=[N:17][CH:22]=[CH:21][CH:20]=4)[OH:24])=[CH:14][NH:13][C:10]3=[N:11][CH:12]=2)=[C:5]([CH3:16])[O:4][N:3]=1, predict the reactants needed to synthesize it. The reactants are: [CH3:1][C:2]1[C:6]([C:7]2[CH:8]=[C:9]3[CH:15]=[CH:14][NH:13][C:10]3=[N:11][CH:12]=2)=[C:5]([CH3:16])[O:4][N:3]=1.[N:17]1[CH:22]=[CH:21][CH:20]=[C:19]([CH:23]=[O:24])[CH:18]=1.[OH-].[K+].O. (2) The reactants are: B(F)(F)F.CCOCC.[N@:10]1([C:17]([O:19][CH2:20][C:21]2[CH:26]=[CH:25][CH:24]=[CH:23][CH:22]=2)=[O:18])[CH2:12][CH:11]1[C:13]([O:15][CH3:16])=[O:14].[OH:27][CH2:28][CH2:29][N:30]([CH3:38])[C:31](=[O:37])[O:32][C:33]([CH3:36])([CH3:35])[CH3:34]. Given the product [CH2:20]([O:19][C:17]([NH:10][C@@H:11]([CH2:12][O:27][CH2:28][CH2:29][N:30]([C:31]([O:32][C:33]([CH3:36])([CH3:35])[CH3:34])=[O:37])[CH3:38])[C:13]([O:15][CH3:16])=[O:14])=[O:18])[C:21]1[CH:22]=[CH:23][CH:24]=[CH:25][CH:26]=1, predict the reactants needed to synthesize it. (3) The reactants are: [Cl:1][C:2]1[CH:3]=[C:4]([NH:8][C:9]2[CH:14]=[C:13]([NH2:15])[N:12]=[CH:11][N:10]=2)[CH:5]=[CH:6][CH:7]=1.[CH3:16][C:17]1[CH:22]=[CH:21][CH:20]=[C:19]([CH3:23])[C:18]=1[N:24]=[C:25]=[O:26]. Given the product [Cl:1][C:2]1[CH:3]=[C:4]([NH:8][C:9]2[N:10]=[CH:11][N:12]=[C:13]([NH:15][C:25]([NH:24][C:18]3[C:17]([CH3:16])=[CH:22][CH:21]=[CH:20][C:19]=3[CH3:23])=[O:26])[CH:14]=2)[CH:5]=[CH:6][CH:7]=1, predict the reactants needed to synthesize it. (4) Given the product [F:1][C:2]1[CH:28]=[C:27]([F:29])[CH:26]=[CH:25][C:3]=1[CH2:4][N:5]1[C:9]2=[CH:10][N:11]=[C:12]([C:14]([NH:33][O:32][CH3:31])=[O:16])[CH:13]=[C:8]2[C:7]([CH2:17][N:18]2[CH2:19][CH2:20][N:21]([CH3:24])[CH2:22][CH2:23]2)=[CH:6]1, predict the reactants needed to synthesize it. The reactants are: [F:1][C:2]1[CH:28]=[C:27]([F:29])[CH:26]=[CH:25][C:3]=1[CH2:4][N:5]1[C:9]2=[CH:10][N:11]=[C:12]([C:14]([OH:16])=O)[CH:13]=[C:8]2[C:7]([CH2:17][N:18]2[CH2:23][CH2:22][N:21]([CH3:24])[CH2:20][CH2:19]2)=[CH:6]1.Cl.[CH3:31][O:32][NH2:33]. (5) The reactants are: [CH:1]1([CH2:6][C@@H:7]([C:13]([NH:15][NH:16][C:17]2[C:22]([F:23])=[C:21]([N:24]3[CH2:28][CH2:27][C@@H:26]([CH2:29][OH:30])[CH2:25]3)[N:20]=[C:19]([CH3:31])[N:18]=2)=[O:14])[CH2:8][N:9]([OH:12])[CH:10]=[O:11])[CH2:5][CH2:4][CH2:3][CH2:2]1.ClC1C([F:39])=C(Cl)N=C(CF)N=1.[CH3:43][CH2:44][N:45](C(C)C)C(C)C. Given the product [CH:1]1([CH2:6][C@@H:7]([C:13]([NH:15][NH:16][C:17]2[C:22]([F:23])=[C:21]([N:24]3[CH2:28][CH2:27][N:45]4[C@H:26]([CH2:29][O:30][CH2:43][CH2:44]4)[CH2:25]3)[N:20]=[C:19]([CH2:31][F:39])[N:18]=2)=[O:14])[CH2:8][N:9]([OH:12])[CH:10]=[O:11])[CH2:2][CH2:3][CH2:4][CH2:5]1, predict the reactants needed to synthesize it. (6) Given the product [F:34][C:3]1[CH:4]=[C:5]2[C:9](=[CH:10][C:2]=1[F:1])[N:8]([S:11]([C:14]1[CH:15]=[CH:16][CH:17]=[CH:18][CH:19]=1)(=[O:13])=[O:12])[CH:7]=[C:6]2[C:20]1[CH:21]=[CH:22][C:23]([NH:26][C:27](=[O:33])[O:28][C:29]([CH3:30])([CH3:32])[CH3:31])=[N:24][CH:25]=1, predict the reactants needed to synthesize it. The reactants are: [F:1][C:2]1[CH:10]=[C:9]2[C:5]([C:6]([C:20]3[CH:21]=[CH:22][C:23]([NH:26][C:27](=[O:33])[O:28][C:29]([CH3:32])([CH3:31])[CH3:30])=[N:24][CH:25]=3)=[CH:7][N:8]2[S:11]([C:14]2[CH:19]=[CH:18][CH:17]=[CH:16][CH:15]=2)(=[O:13])=[O:12])=[CH:4][CH:3]=1.[F:34]C1C=C2C(=CC=1F)N(S(C1C=CC=CC=1)(=O)=O)C=C2I. (7) Given the product [Br:8][C:7]1[C:2]2[N:1]=[C:18]([C:19]([CH3:24])([CH3:23])[CH3:20])[S:10][C:3]=2[CH:4]=[C:5]([F:9])[CH:6]=1, predict the reactants needed to synthesize it. The reactants are: [NH2:1][C:2]1[C:7]([Br:8])=[CH:6][C:5]([F:9])=[CH:4][C:3]=1[SH:10].CN1C(=O)CCC1.[CH3:18][C:19]([CH3:24])([CH3:23])[C:20](Cl)=O.